This data is from Reaction yield outcomes from USPTO patents with 853,638 reactions. The task is: Predict the reaction yield, written as a fraction of the theoretical maximum amount of product (1.0 means a 100% yield; for example, 0.34 means a 34% yield). (1) The reactants are Br[C:2]1[CH:7]=[CH:6][CH:5]=[CH:4][C:3]=1[F:8].C([Li])CCC.[CH2:14]([N:21]1[CH2:26][CH2:25][CH:24]([CH2:27][CH:28]=[O:29])[CH2:23][CH2:22]1)[C:15]1[CH:20]=[CH:19][CH:18]=[CH:17][CH:16]=1.O. The catalyst is O1CCCC1. The product is [CH2:14]([N:21]1[CH2:26][CH2:25][CH:24]([CH2:27][CH:28]([C:2]2[CH:7]=[CH:6][CH:5]=[CH:4][C:3]=2[F:8])[OH:29])[CH2:23][CH2:22]1)[C:15]1[CH:20]=[CH:19][CH:18]=[CH:17][CH:16]=1. The yield is 0.600. (2) The reactants are [NH:1]1[CH:5]=[C:4]([C:6]2[C:7]3[N:8]([N:12]=[C:13]([NH:15][C:16]4[CH:25]=[CH:24][C:19]([C:20]([O:22][CH3:23])=[O:21])=[CH:18][CH:17]=4)[N:14]=3)[CH:9]=[CH:10][CH:11]=2)[CH:3]=[N:2]1.[CH:26]1(Br)[CH2:30][CH2:29][CH2:28][CH2:27]1.C(=O)([O-])[O-].[Cs+].[Cs+]. The catalyst is CN(C)C=O.C(OCC)(=O)C. The product is [CH:26]1([N:1]2[CH:5]=[C:4]([C:6]3[C:7]4[N:8]([N:12]=[C:13]([NH:15][C:16]5[CH:25]=[CH:24][C:19]([C:20]([O:22][CH3:23])=[O:21])=[CH:18][CH:17]=5)[N:14]=4)[CH:9]=[CH:10][CH:11]=3)[CH:3]=[N:2]2)[CH2:30][CH2:29][CH2:28][CH2:27]1. The yield is 0.450. (3) The reactants are FC(F)(F)C(O)=O.[C:8]([NH:11][C:12]1[CH:27]=[CH:26][C:15]([C:16]([NH:18][C:19]2[CH:24]=[CH:23][CH:22]=[CH:21][C:20]=2[NH2:25])=[O:17])=[CH:14][CH:13]=1)(=[O:10])[CH3:9].CCO.C([O-])(O)=O.[Na+]. The catalyst is O. The product is [C:8]([NH:11][C:12]1[CH:27]=[CH:26][C:15]([C:16]([NH:18][C:19]2[CH:24]=[CH:23][CH:22]=[CH:21][C:20]=2[NH2:25])=[O:17])=[CH:14][CH:13]=1)(=[O:10])[CH3:9]. The yield is 0.920. (4) The reactants are C(OC(=O)[NH:7][CH2:8][CH2:9][CH2:10][N:11]([CH:21]([C:24]1[N:25]([CH2:35][C:36]2[CH:41]=[CH:40][CH:39]=[CH:38][CH:37]=2)[C:26](=[O:34])[C:27]2[C:32]([CH3:33])=[N:31][S:30][C:28]=2[N:29]=1)[CH2:22][CH3:23])[C:12](=[O:20])[C:13]1[CH:18]=[CH:17][C:16]([CH3:19])=[CH:15][CH:14]=1)(C)(C)C.[ClH:43]. The catalyst is CCOCC. The product is [Cl-:43].[NH2:7][CH2:8][CH2:9][CH2:10][N:11]([CH:21]([C:24]1[N:25]([CH2:35][C:36]2[CH:37]=[CH:38][CH:39]=[CH:40][CH:41]=2)[C:26](=[O:34])[C:27]2[C:32]([CH3:33])=[N:31][S:30][C:28]=2[N:29]=1)[CH2:22][CH3:23])[C:12](=[O:20])[C:13]1[CH:18]=[CH:17][C:16]([CH3:19])=[CH:15][CH:14]=1. The yield is 0.870. (5) The reactants are Br[C:2]1[S:6][C:5]([S:7]([NH:10][C:11]2[CH:16]=[CH:15][CH:14]=[C:13]([C:17]3[NH:21][N:20]=[N:19][N:18]=3)[CH:12]=2)(=[O:9])=[O:8])=[CH:4][CH:3]=1.[CH3:22][O:23][C:24]1[CH:29]=[CH:28][CH:27]=[CH:26][C:25]=1B(O)O. No catalyst specified. The product is [CH3:22][O:23][C:24]1[CH:29]=[CH:28][CH:27]=[CH:26][C:25]=1[C:2]1[S:6][C:5]([S:7]([NH:10][C:11]2[CH:16]=[CH:15][CH:14]=[C:13]([C:17]3[NH:21][N:20]=[N:19][N:18]=3)[CH:12]=2)(=[O:9])=[O:8])=[CH:4][CH:3]=1. The yield is 0.280. (6) The reactants are [I:1][C:2]1[C:7]([O:8][CH3:9])=[CH:6][C:5]([CH:10]([OH:15])[C:11]([CH3:14])([CH3:13])[CH3:12])=[C:4]([N+:16]([O-:18])=[O:17])[CH:3]=1.[C@:19]12([CH3:31])[C:25]([CH3:27])([CH3:26])[CH:22]([CH2:23][CH2:24]1)[CH2:21][CH:20]2[C:28](Cl)=[O:29]. The catalyst is CN(C1C=CN=CC=1)C.C(Cl)Cl. The product is [C@:19]12([CH3:31])[C:25]([CH3:26])([CH3:27])[CH:22]([CH2:23][CH2:24]1)[CH2:21][CH:20]2[C:28]([O:15][CH:10]([C:5]1[CH:6]=[C:7]([O:8][CH3:9])[C:2]([I:1])=[CH:3][C:4]=1[N+:16]([O-:18])=[O:17])[C:11]([CH3:14])([CH3:13])[CH3:12])=[O:29]. The yield is 0.800. (7) The reactants are C(Cl)C[Cl:3].[NH2:5][C:6]1[N:11]=[CH:10][C:9](/[CH:12]=[CH:13]/[C:14]([OH:16])=O)=[CH:8][CH:7]=1.[CH2:17]([O:20][C:21]1[C:29]([O:30][CH3:31])=[CH:28][CH:27]=[CH:26][C:22]=1[CH2:23]CN)[CH2:18][CH3:19].C1C=CC2N(O)N=[N:38][C:36]=2C=1.O.CCN(C(C)C)C(C)C.Cl. The catalyst is CN(C=O)C.O.C(Cl)Cl. The product is [ClH:3].[NH2:5][C:6]1[N:11]=[CH:10][C:9](/[CH:12]=[CH:13]/[C:14]([N:38]([CH2:23][C:22]2[CH:26]=[CH:27][CH:28]=[C:29]([O:30][CH3:31])[C:21]=2[O:20][CH2:17][CH2:18][CH3:19])[CH3:36])=[O:16])=[CH:8][CH:7]=1. The yield is 0.470.